Dataset: Forward reaction prediction with 1.9M reactions from USPTO patents (1976-2016). Task: Predict the product of the given reaction. (1) Given the reactants O=[CH:2][CH2:3][CH2:4][CH2:5][CH2:6][C:7]([O:9][CH2:10][CH3:11])=[O:8].[CH3:12][C:13]([S:16]([NH2:18])=[O:17])([CH3:15])[CH3:14], predict the reaction product. The product is: [C:13]([S:16]([N:18]=[CH:2][CH2:3][CH2:4][CH2:5][CH2:6][C:7]([O:9][CH2:10][CH3:11])=[O:8])=[O:17])([CH3:15])([CH3:14])[CH3:12]. (2) Given the reactants [H-].[Na+].[F:3][C:4]1[CH:5]=[C:6]([CH:10]=[CH:11][C:12]#[N:13])[CH:7]=[CH:8][CH:9]=1.S([CH2:24][N+:25]#[C-])(C1C=CC(C)=CC=1)(=O)=O.O1CCC[CH2:28]1, predict the reaction product. The product is: [F:3][C:4]1[CH:5]=[C:6]([C:10]2[C:11]([C:24]#[N:25])=[CH:12][NH:13][CH:28]=2)[CH:7]=[CH:8][CH:9]=1. (3) Given the reactants [C:1]([O:4][C@@H:5]1[CH2:21][C:20]2[C@@:8]([CH2:24][OH:25])([CH:9]3[CH:17]([CH2:18][CH:19]=2)[CH:16]2[C@@:12]([CH3:23])([C:13](=[O:22])[CH2:14][CH2:15]2)[CH2:11][CH2:10]3)[CH2:7][CH2:6]1)(=[O:3])[CH3:2].[H][H], predict the reaction product. The product is: [C:1]([O:4][C@@H:5]1[CH2:21][CH:20]2[C@@:8]([CH2:24][OH:25])([CH:9]3[CH:17]([CH2:18][CH2:19]2)[CH:16]2[C@@:12]([CH3:23])([C:13](=[O:22])[CH2:14][CH2:15]2)[CH2:11][CH2:10]3)[CH2:7][CH2:6]1)(=[O:3])[CH3:2].